Task: Predict the reactants needed to synthesize the given product.. Dataset: Full USPTO retrosynthesis dataset with 1.9M reactions from patents (1976-2016) (1) Given the product [NH2:1][C:2]1[C:7]([F:8])=[CH:6][N:5]([C:15](=[S:16])[N:14]([CH3:13])[C:18]2[CH:23]=[CH:22][CH:21]=[CH:20][CH:19]=2)[C:4](=[O:9])[N:3]=1, predict the reactants needed to synthesize it. The reactants are: [NH2:1][C:2]1[C:7]([F:8])=[CH:6][N:5]=[C:4]([OH:9])[N:3]=1.CC#N.[CH3:13][N:14]([C:18]1[CH:23]=[CH:22][CH:21]=[CH:20][CH:19]=1)[C:15](Cl)=[S:16]. (2) Given the product [CH:1]1([NH:7][C:11]([C:13]2[C:14](=[O:23])[NH:15][C:16]3[C:20]([C:21]=2[OH:22])=[CH:19][S:18][CH:17]=3)=[O:10])[CH2:6][CH2:5][CH2:4][CH2:3][CH2:2]1, predict the reactants needed to synthesize it. The reactants are: [CH:1]1([NH2:7])[CH2:6][CH2:5][CH2:4][CH2:3][CH2:2]1.C([O:10][C:11]([C:13]1[C:14](=[O:23])[NH:15][C:16]2[C:20]([C:21]=1[OH:22])=[CH:19][S:18][CH:17]=2)=O)C. (3) Given the product [CH3:1][C:2]1[N:10]([CH2:34][C:35]([O:37][CH2:38][CH3:39])=[O:36])[C:9]2[CH2:8][CH2:7][NH:6][C:5](=[O:11])[C:4]=2[C:3]=1[CH2:12][C:13]1[CH:18]=[CH:17][CH:16]=[CH:15][C:14]=1[S:19]([N:22]1[CH2:26][CH2:25][CH2:24][CH2:23]1)(=[O:21])=[O:20], predict the reactants needed to synthesize it. The reactants are: [CH3:1][C:2]1[NH:10][C:9]2[CH2:8][CH2:7][NH:6][C:5](=[O:11])[C:4]=2[C:3]=1[CH2:12][C:13]1[CH:18]=[CH:17][CH:16]=[CH:15][C:14]=1[S:19]([N:22]1[CH2:26][CH2:25][CH2:24][CH2:23]1)(=[O:21])=[O:20].C(=O)([O-])[O-].[K+].[K+].Br[CH2:34][C:35]([O:37][CH2:38][CH3:39])=[O:36]. (4) Given the product [Cl:1][C:2]1[CH:7]=[CH:6][C:5]([C:8]2[CH:15]=[CH:14][C:11]([CH:12]=[C:19]([N+:16]([O-:18])=[O:17])[CH3:20])=[CH:10][CH:9]=2)=[CH:4][CH:3]=1, predict the reactants needed to synthesize it. The reactants are: [Cl:1][C:2]1[CH:7]=[CH:6][C:5]([C:8]2[CH:15]=[CH:14][C:11]([CH:12]=O)=[CH:10][CH:9]=2)=[CH:4][CH:3]=1.[N+:16]([CH2:19][CH3:20])([O-:18])=[O:17].C(=O)([O-])[O-].[NH4+].[NH4+].